The task is: Predict the reaction yield, written as a fraction of the theoretical maximum amount of product (1.0 means a 100% yield; for example, 0.34 means a 34% yield).. This data is from Reaction yield outcomes from USPTO patents with 853,638 reactions. (1) The reactants are Br[C:2]1[CH:3]=[C:4]2[C:8](=[CH:9][CH:10]=1)[N:7]([CH:11]1[CH2:16][CH2:15][CH2:14][CH2:13][O:12]1)[N:6]=[C:5]2[C:17]([NH:19][C:20]1[CH:21]=[N:22][C:23]([C:26]([F:29])([F:28])[F:27])=[CH:24][CH:25]=1)=[O:18].[O-]P([O-])([O-])=O.[K+].[K+].[K+].O.[CH3:39][N:40]([CH:42]=O)C. The catalyst is C1C=CC([P]([Pd]([P](C2C=CC=CC=2)(C2C=CC=CC=2)C2C=CC=CC=2)([P](C2C=CC=CC=2)(C2C=CC=CC=2)C2C=CC=CC=2)[P](C2C=CC=CC=2)(C2C=CC=CC=2)C2C=CC=CC=2)(C2C=CC=CC=2)C2C=CC=CC=2)=CC=1. The product is [F:27][C:26]1[CH:23]=[C:24]([C:2]2[CH:3]=[C:4]3[C:8](=[CH:9][CH:10]=2)[N:7]([CH:11]2[CH2:16][CH2:15][CH2:14][CH2:13][O:12]2)[N:6]=[C:5]3[C:17]([NH:19][C:20]2[CH:21]=[N:22][C:23]([C:26]([F:27])([F:29])[F:28])=[CH:24][CH:25]=2)=[O:18])[CH:39]=[N:40][CH:42]=1. The yield is 0.880. (2) The reactants are C(OP([CH2:9][C:10]([O:12][CH2:13][CH3:14])=[O:11])(OCC)=O)C.[H-].[Na+].[CH3:17][N:18]([CH2:30][C:31]1[CH:38]=[CH:37][C:34]([CH:35]=O)=[CH:33][CH:32]=1)[C:19]1[S:20][CH:21]=[C:22]([C:24]2[CH:29]=[CH:28][CH:27]=[CH:26][CH:25]=2)[N:23]=1.O. The catalyst is O1CCCC1. The product is [CH3:17][N:18]([CH2:30][C:31]1[CH:32]=[CH:33][C:34](/[CH:35]=[CH:9]/[C:10]([O:12][CH2:13][CH3:14])=[O:11])=[CH:37][CH:38]=1)[C:19]1[S:20][CH:21]=[C:22]([C:24]2[CH:25]=[CH:26][CH:27]=[CH:28][CH:29]=2)[N:23]=1. The yield is 0.980. (3) The reactants are I[C:2]1[CH:3]=[C:4]2[C:8](=[CH:9][CH:10]=1)[N:7]([C:11]1[CH:16]=[CH:15][CH:14]=[CH:13][N:12]=1)[N:6]=[CH:5]2.[CH3:17][C@H:18]([NH2:27])[C@H:19]([OH:26])[C:20]1[CH:25]=[CH:24][CH:23]=[CH:22][CH:21]=1.C(#N)CCC.C(=O)([O-])[O-].[Cs+].[Cs+]. The catalyst is [Cu]I. The product is [CH3:17][CH:18]([NH2:27])[CH:19]([C:20]1[CH:25]=[CH:24][CH:23]=[CH:22][CH:21]=1)[O:26][C:2]1[CH:3]=[C:4]2[C:8](=[CH:9][CH:10]=1)[N:7]([C:11]1[CH:16]=[CH:15][CH:14]=[CH:13][N:12]=1)[N:6]=[CH:5]2. The yield is 0.160. (4) The reactants are [CH2:1]([N:8]1[CH:13]=[C:12]([Cl:14])[N:11]=[C:10]([NH:15][C:16]2[C:21](Br)=[CH:20][C:19]([CH3:23])=[CH:18][N:17]=2)[C:9]1=[O:24])[C:2]1[CH:7]=[CH:6][CH:5]=[CH:4][CH:3]=1.C(N(CC)CC)C.[Si:32]([C:36]#[CH:37])([CH3:35])([CH3:34])[CH3:33]. The catalyst is C1COCC1.CCOC(C)=O.Cl[Pd](Cl)([P](C1C=CC=CC=1)(C1C=CC=CC=1)C1C=CC=CC=1)[P](C1C=CC=CC=1)(C1C=CC=CC=1)C1C=CC=CC=1.[Cu](I)I.C1(P(C2C=CC=CC=2)C2C=CC=CC=2)C=CC=CC=1. The product is [CH2:1]([N:8]1[CH:13]=[C:12]([Cl:14])[N:11]=[C:10]([NH:15][C:16]2[C:21]([C:37]#[C:36][Si:32]([CH3:35])([CH3:34])[CH3:33])=[CH:20][C:19]([CH3:23])=[CH:18][N:17]=2)[C:9]1=[O:24])[C:2]1[CH:7]=[CH:6][CH:5]=[CH:4][CH:3]=1. The yield is 0.960. (5) The reactants are [Si]([O:18][CH2:19][C:20]1([C:23]2[N:33]=[C:26]3[C:27]([O:31][CH3:32])=[CH:28][CH:29]=[CH:30][N:25]3[N:24]=2)[CH2:22][CH2:21]1)(C(C)(C)C)(C1C=CC=CC=1)C1C=CC=CC=1.CCCC[N+](CCCC)(CCCC)CCCC.[F-]. The catalyst is C1COCC1.O. The product is [CH3:32][O:31][C:27]1[C:26]2[N:25]([N:24]=[C:23]([C:20]3([CH2:19][OH:18])[CH2:22][CH2:21]3)[N:33]=2)[CH:30]=[CH:29][CH:28]=1. The yield is 0.790.